The task is: Predict the reactants needed to synthesize the given product.. This data is from Full USPTO retrosynthesis dataset with 1.9M reactions from patents (1976-2016). (1) Given the product [CH3:12][C:3]1[C:4]([C:5]([N:35]2[CH2:36][CH2:37][CH:32]([N:27]3[CH2:31][CH2:30][CH2:29][CH2:28]3)[CH2:33][CH2:34]2)=[O:7])=[C:8]([CH3:11])[CH:9]=[CH:10][C:2]=1[C:20]1[CH:19]=[CH:18][CH:17]=[C:16]([O:15][C:14]([F:26])([F:25])[F:13])[CH:21]=1, predict the reactants needed to synthesize it. The reactants are: Br[C:2]1[C:3]([CH3:12])=[C:4]([C:8]([CH3:11])=[CH:9][CH:10]=1)[C:5]([OH:7])=O.[F:13][C:14]([F:26])([F:25])[O:15][C:16]1[CH:17]=[C:18](B(O)O)[CH:19]=[CH:20][CH:21]=1.[N:27]1([CH:32]2[CH2:37][CH2:36][NH:35][CH2:34][CH2:33]2)[CH2:31][CH2:30][CH2:29][CH2:28]1. (2) Given the product [Cl:19][C:20]1[CH:21]=[CH:22][C:23]([C@@H:26]2[C@@:28]3([C:36]4[C:31](=[CH:32][CH:33]=[CH:34][CH:35]=4)[N:30]([C:14]4[CH:15]=[C:10]([CH:11]=[C:12]([N:3]5[CH2:2][CH2:1][NH:6][C:4]5=[O:5])[CH:13]=4)[C:9]([OH:8])=[O:18])[C:29]3=[O:37])[CH2:27]2)=[CH:24][CH:25]=1, predict the reactants needed to synthesize it. The reactants are: [CH2:1]1[NH:6][C:4](=[O:5])[NH:3][CH2:2]1.C[O:8][C:9](=[O:18])[C:10]1[CH:15]=[C:14](I)[CH:13]=[CH:12][C:11]=1Br.[Cl:19][C:20]1[CH:25]=[CH:24][C:23]([C@H:26]2[C@:28]3([C:36]4[C:31](=[CH:32][CH:33]=[CH:34][CH:35]=4)[NH:30][C:29]3=[O:37])[CH2:27]2)=[CH:22][CH:21]=1. (3) Given the product [F:9][C:8]([F:11])([F:10])[C:5]1[CH:6]=[CH:7][C:2]([O:21][C:18]2[CH:19]=[CH:20][C:15]([C:14]([OH:22])=[O:13])=[CH:16][CH:17]=2)=[CH:3][CH:4]=1, predict the reactants needed to synthesize it. The reactants are: F[C:2]1[CH:7]=[CH:6][C:5]([C:8]([F:11])([F:10])[F:9])=[CH:4][CH:3]=1.C[O:13][C:14](=[O:22])[C:15]1[CH:20]=[CH:19][C:18]([OH:21])=[CH:17][CH:16]=1.